Task: Predict the reactants needed to synthesize the given product.. Dataset: Full USPTO retrosynthesis dataset with 1.9M reactions from patents (1976-2016) Given the product [C:2]([N+:6]([O-:7])=[CH:20][C:19]1[CH:22]=[CH:23][C:16]([S:13]([N:8]2[CH2:12][CH2:11][CH2:10][CH2:9]2)(=[O:15])=[O:14])=[CH:17][CH:18]=1)([CH3:5])([CH3:4])[CH3:3], predict the reactants needed to synthesize it. The reactants are: Cl.[C:2]([NH:6][OH:7])([CH3:5])([CH3:4])[CH3:3].[N:8]1([S:13]([C:16]2[CH:23]=[CH:22][C:19]([CH:20]=O)=[CH:18][CH:17]=2)(=[O:15])=[O:14])[CH2:12][CH2:11][CH2:10][CH2:9]1.